Dataset: Forward reaction prediction with 1.9M reactions from USPTO patents (1976-2016). Task: Predict the product of the given reaction. Given the reactants [CH2:1]([C@H:8]1[C:37](=[O:38])[N:36]([CH3:39])[C@@H:35]([CH2:40][CH:41]([CH3:43])[CH3:42])[C:34](=[O:44])[NH:33][C@@H:32]([C@H:45]([OH:47])[CH3:46])[C:31](=[O:48])[N:30]([CH3:49])[CH2:29][C:28](=[O:50])[N:27]([CH3:51])[C@@H:26]([CH2:52][CH:53]([CH3:55])[CH3:54])[C:25](=[O:56])[NH:24][C@@H:23]([CH2:57][O:58][C:59]([CH3:62])([CH3:61])[CH3:60])[C:22](=[O:63])[N:21]([CH3:64])[C@@H:20]([C@H:65]([CH2:67][CH3:68])[CH3:66])[C:19](=[O:69])[NH:18][C@H:17]([C:70]([N:72]2[CH2:77][CH2:76][CH2:75][CH2:74][CH2:73]2)=[O:71])[CH2:16][S:15][CH2:14][C:13](=[O:78])[N:12]([CH3:79])[C@@H:11]([CH3:80])[C:10](=[O:81])[N:9]1[CH3:82])[C:2]1[CH:7]=[CH:6][CH:5]=[CH:4][CH:3]=1.O.[OH:84]OS([O-])=O.[K+].CS(C)=O, predict the reaction product. The product is: [CH2:1]([C@H:8]1[C:37](=[O:38])[N:36]([CH3:39])[C@@H:35]([CH2:40][CH:41]([CH3:42])[CH3:43])[C:34](=[O:44])[NH:33][C@@H:32]([C@H:45]([OH:47])[CH3:46])[C:31](=[O:48])[N:30]([CH3:49])[CH2:29][C:28](=[O:50])[N:27]([CH3:51])[C@@H:26]([CH2:52][CH:53]([CH3:55])[CH3:54])[C:25](=[O:56])[NH:24][C@@H:23]([CH2:57][O:58][C:59]([CH3:60])([CH3:62])[CH3:61])[C:22](=[O:63])[N:21]([CH3:64])[C@@H:20]([C@H:65]([CH2:67][CH3:68])[CH3:66])[C:19](=[O:69])[NH:18][C@H:17]([C:70]([N:72]2[CH2:73][CH2:74][CH2:75][CH2:76][CH2:77]2)=[O:71])[CH2:16][S:15](=[O:84])[CH2:14][C:13](=[O:78])[N:12]([CH3:79])[C@@H:11]([CH3:80])[C:10](=[O:81])[N:9]1[CH3:82])[C:2]1[CH:3]=[CH:4][CH:5]=[CH:6][CH:7]=1.